Dataset: Forward reaction prediction with 1.9M reactions from USPTO patents (1976-2016). Task: Predict the product of the given reaction. (1) The product is: [CH3:1][C:2]1[O:6][C:5]([C:7]2[CH:12]=[CH:11][CH:10]=[CH:9][CH:8]=2)=[N:4][C:3]=1[CH2:13][CH2:14][O:15][C:16]1[C:24]2[CH:23]=[CH:22][S:21][C:20]=2[C:19]([CH2:25][CH:26]2[S:30][C:29](=[O:31])[NH:28][C:27]2=[O:32])=[CH:18][CH:17]=1. Given the reactants [CH3:1][C:2]1[O:6][C:5]([C:7]2[CH:12]=[CH:11][CH:10]=[CH:9][CH:8]=2)=[N:4][C:3]=1[CH2:13][CH2:14][O:15][C:16]1[C:24]2[CH:23]=[CH:22][S:21][C:20]=2[C:19]([CH:25]=[C:26]2[S:30][C:29](=[O:31])[NH:28][C:27]2=[O:32])=[CH:18][CH:17]=1.N1C=C(C(O)=O)C=C(C(O)=O)C=1.C1(C)C=C(C)C=C(C)C=1, predict the reaction product. (2) Given the reactants O.NN.[CH3:4][O:5][C:6]1[CH:40]=[CH:39][C:9]([CH2:10][N:11]2[C:16]([CH3:17])=[CH:15][C:14]([O:18][CH2:19][C:20]3[CH:37]=[CH:36][CH:35]=[CH:34][C:21]=3[CH2:22][N:23]3C(=O)C4C(=CC=CC=4)C3=O)=[CH:13][C:12]2=[O:38])=[CH:8][CH:7]=1, predict the reaction product. The product is: [NH2:23][CH2:22][C:21]1[CH:34]=[CH:35][CH:36]=[CH:37][C:20]=1[CH2:19][O:18][C:14]1[CH:15]=[C:16]([CH3:17])[N:11]([CH2:10][C:9]2[CH:8]=[CH:7][C:6]([O:5][CH3:4])=[CH:40][CH:39]=2)[C:12](=[O:38])[CH:13]=1. (3) Given the reactants [N:1]12[CH2:8][CH2:7][CH:4]([CH2:5][CH2:6]1)[CH:3]([N:9]1[CH2:18][CH:17]3[CH2:19][CH2:20][CH2:21][C:15]4[C:16]3=[C:11]([CH:12]=[CH:13][CH:14]=4)[C:10]1=[O:22])[CH2:2]2.Br, predict the reaction product. The product is: [CH:13]1[CH:12]=[C:11]2[C:10]([N:9]([C@H:3]3[CH:4]4[CH2:7][CH2:8][N:1]([CH2:6][CH2:5]4)[CH2:2]3)[CH2:18][C@H:17]3[CH2:19][CH2:20][CH2:21][C:15](=[C:16]23)[CH:14]=1)=[O:22]. (4) Given the reactants [CH2:1]([O:3][C:4](=[O:19])[C:5](=O)[CH2:6][C:7]1[CH:12]=[CH:11][C:10]([C:13]#[N:14])=[CH:9][C:8]=1[N+:15]([O-])=O)[CH3:2].[H][H], predict the reaction product. The product is: [CH2:1]([O:3][C:4]([C:5]1[NH:15][C:8]2[C:7]([CH:6]=1)=[CH:12][CH:11]=[C:10]([C:13]#[N:14])[CH:9]=2)=[O:19])[CH3:2].